The task is: Predict the reaction yield, written as a fraction of the theoretical maximum amount of product (1.0 means a 100% yield; for example, 0.34 means a 34% yield).. This data is from Reaction yield outcomes from USPTO patents with 853,638 reactions. (1) The reactants are [NH2:1][C:2]1[CH:34]=[CH:33][C:5]([O:6][C:7]2[CH:12]=[CH:11][N:10]=[C:9]3[CH:13]=[C:14]([C:16]4[N:17]([CH3:32])[C:18]([C:21]([NH:23][CH2:24][CH2:25][N:26]5[CH2:31][CH2:30][O:29][CH2:28][CH2:27]5)=[O:22])=[CH:19][N:20]=4)[S:15][C:8]=23)=[C:4]([F:35])[CH:3]=1.CC[N:38]([CH:42]([CH3:44])[CH3:43])[CH:39](C)C.ClC(Cl)([O:48]C(=O)OC(Cl)(Cl)Cl)Cl.C1(N)CC1. The catalyst is C1COCC1. The product is [CH:42]1([NH:38][C:39](=[O:48])[NH:1][C:2]2[CH:34]=[CH:33][C:5]([O:6][C:7]3[CH:12]=[CH:11][N:10]=[C:9]4[CH:13]=[C:14]([C:16]5[N:17]([CH3:32])[C:18]([C:21]([NH:23][CH2:24][CH2:25][N:26]6[CH2:31][CH2:30][O:29][CH2:28][CH2:27]6)=[O:22])=[CH:19][N:20]=5)[S:15][C:8]=34)=[C:4]([F:35])[CH:3]=2)[CH2:43][CH2:44]1. The yield is 0.200. (2) The reactants are [CH3:1][CH2:2][N:3]([CH2:6][CH2:7][NH:8][C:9]([C:11]1[C:12]([CH3:29])=[C:13](/[CH:17]=[C:18]2/[C:19]3[CH:20]=[C:21]([F:28])[CH:22]=[CH:23][C:24]=3[NH:25][C:26]/2=[O:27])[NH:14][C:15]=1[CH3:16])=[O:10])[CH2:4][CH3:5].CS([O-])(=O)=O.[OH-].[Na+]. The catalyst is O. The product is [CH3:1][CH2:2][N:3]([CH2:6][CH2:7][NH:8][C:9]([C:11]1[C:12]([CH3:29])=[C:13](/[CH:17]=[C:18]2/[C:19]3[CH:20]=[C:21]([F:28])[CH:22]=[CH:23][C:24]=3[NH:25][C:26]/2=[O:27])[NH:14][C:15]=1[CH3:16])=[O:10])[CH2:4][CH3:5]. The yield is 0.995.